Dataset: Forward reaction prediction with 1.9M reactions from USPTO patents (1976-2016). Task: Predict the product of the given reaction. (1) Given the reactants [OH:1][CH2:2][CH2:3][CH2:4][CH2:5][CH2:6][N:7]1[CH2:12][CH2:11][N:10]([C:13]2[N:18]=[C:17]([C:19]3[CH:28]=[C:27]4[C:22]([C:23]([CH3:31])([CH3:30])[CH2:24][CH2:25][C:26]4=[O:29])=[CH:21][CH:20]=3)[CH:16]=[CH:15][CH:14]=2)[CH2:9][CH2:8]1.[BH4-].[Na+].O, predict the reaction product. The product is: [OH:1][CH2:2][CH2:3][CH2:4][CH2:5][CH2:6][N:7]1[CH2:8][CH2:9][N:10]([C:13]2[N:18]=[C:17]([C:19]3[CH:28]=[C:27]4[C:22]([C:23]([CH3:31])([CH3:30])[CH2:24][CH2:25][CH:26]4[OH:29])=[CH:21][CH:20]=3)[CH:16]=[CH:15][CH:14]=2)[CH2:11][CH2:12]1. (2) Given the reactants [CH3:1][O:2][C:3]1[CH:8]=[CH:7][C:6]([N+:9]([O-:11])=[O:10])=[CH:5][C:4]=1[N:12]=[C:13]=[O:14].[NH2:15][C:16]1[CH:21]=[N:20][CH:19]=[CH:18][N:17]=1, predict the reaction product. The product is: [CH3:1][O:2][C:3]1[CH:8]=[CH:7][C:6]([N+:9]([O-:11])=[O:10])=[CH:5][C:4]=1[NH:12][C:13]([NH:15][C:16]1[CH:21]=[N:20][CH:19]=[CH:18][N:17]=1)=[O:14]. (3) Given the reactants [Cl:1][C:2]1[CH:7]=[CH:6][CH:5]=[CH:4][C:3]=1Br.C([Li])CCC.CCCCCC.[F:20][C:21]1[CH:28]=[CH:27][C:24]([CH:25]=[O:26])=[CH:23][CH:22]=1.[Cl-].[NH4+], predict the reaction product. The product is: [Cl:1][C:2]1[CH:7]=[CH:6][CH:5]=[CH:4][C:3]=1[CH:25]([C:24]1[CH:27]=[CH:28][C:21]([F:20])=[CH:22][CH:23]=1)[OH:26]. (4) Given the reactants I[C:2]1[CH:3]=[C:4]([CH:9]=[CH:10][CH:11]=1)[C:5]([NH:7][CH3:8])=[O:6].[C:12]([C:14]1[CH:15]=[CH:16][C:17]([O:36][CH:37]([CH3:39])[CH3:38])=[C:18]([CH:35]=1)[C:19]([NH:21][C@@H:22]([CH2:33][OH:34])[CH2:23][C:24]1[C:32]2[C:27](=[CH:28][CH:29]=[CH:30][CH:31]=2)[NH:26][CH:25]=1)=[O:20])#[CH:13].[CH3:40]CCC[N+](CCCC)(CCCC)CCCC.[F-], predict the reaction product. The product is: [OH:34][CH2:33][C@H:22]([NH:21][C:19](=[O:20])[C:18]1[CH:35]=[C:14]([C:12]#[C:13][C:10]2[CH:11]=[CH:2][CH:3]=[C:4]([C:5](=[O:6])[NH:7][CH2:8][CH3:40])[CH:9]=2)[CH:15]=[CH:16][C:17]=1[O:36][CH:37]([CH3:39])[CH3:38])[CH2:23][C:24]1[C:32]2[C:27](=[CH:28][CH:29]=[CH:30][CH:31]=2)[NH:26][CH:25]=1. (5) Given the reactants [CH:1]1([NH2:4])[CH2:3][CH2:2]1.[CH:5]([C:7]1[CH:12]=[CH:11][C:10]([C:13]#[C:14][C:15]2[CH:20]=[CH:19][C:18]([C:21](=[O:33])[N:22]([CH:24]([C:29]([NH:31][CH3:32])=[O:30])[C:25]([O:27][CH3:28])=[O:26])[CH3:23])=[CH:17][CH:16]=2)=[CH:9][CH:8]=1)=O.C(O[BH-](OC(=O)C)OC(=O)C)(=O)C.[Na+].C(=O)([O-])O.[Na+], predict the reaction product. The product is: [CH:1]1([NH:4][CH2:5][C:7]2[CH:8]=[CH:9][C:10]([C:13]#[C:14][C:15]3[CH:20]=[CH:19][C:18]([C:21](=[O:33])[N:22]([CH:24]([C:29]([NH:31][CH3:32])=[O:30])[C:25]([O:27][CH3:28])=[O:26])[CH3:23])=[CH:17][CH:16]=3)=[CH:11][CH:12]=2)[CH2:3][CH2:2]1.